This data is from Catalyst prediction with 721,799 reactions and 888 catalyst types from USPTO. The task is: Predict which catalyst facilitates the given reaction. (1) Reactant: [C:1]([C:4]1[CH:9]=[CH:8][C:7]([N:10]2[CH:14]=[C:13]([C:15]#[N:16])[C:12]([NH:17][C:18]3[CH:23]=[CH:22][C:21]([S:24]([CH3:27])(=[O:26])=[O:25])=[CH:20][CH:19]=3)=[N:11]2)=[CH:6][CH:5]=1)(=[O:3])[CH3:2].[BH4-].[Na+].O. Product: [OH:3][CH:1]([C:4]1[CH:5]=[CH:6][C:7]([N:10]2[CH:14]=[C:13]([C:15]#[N:16])[C:12]([NH:17][C:18]3[CH:23]=[CH:22][C:21]([S:24]([CH3:27])(=[O:25])=[O:26])=[CH:20][CH:19]=3)=[N:11]2)=[CH:8][CH:9]=1)[CH3:2]. The catalyst class is: 12. (2) Reactant: [N:1]1([C:5]([C:7]2[N:8]=[CH:9][C:10]([O:13][C:14]3[CH:15]=[C:16]([CH:21]=[C:22]([O:24][C@H:25]4[CH2:29][CH2:28][O:27][CH2:26]4)[CH:23]=3)[C:17]([O:19]C)=[O:18])=[N:11][CH:12]=2)=[O:6])[CH2:4][CH2:3][CH2:2]1.[OH-].[Na+].O. Product: [N:1]1([C:5]([C:7]2[N:8]=[CH:9][C:10]([O:13][C:14]3[CH:15]=[C:16]([CH:21]=[C:22]([O:24][C@H:25]4[CH2:29][CH2:28][O:27][CH2:26]4)[CH:23]=3)[C:17]([OH:19])=[O:18])=[N:11][CH:12]=2)=[O:6])[CH2:2][CH2:3][CH2:4]1. The catalyst class is: 1. (3) Reactant: [Cl:1][C:2]1[C:9]([Cl:10])=[CH:8][CH:7]=[CH:6][C:3]=1[CH:4]=O.N1C=CC=CC=1.Cl.[NH2:18][OH:19]. Product: [Cl:1][C:2]1[C:9]([Cl:10])=[CH:8][CH:7]=[CH:6][C:3]=1[CH:4]=[N:18][OH:19]. The catalyst class is: 8.